This data is from TCR-epitope binding with 47,182 pairs between 192 epitopes and 23,139 TCRs. The task is: Binary Classification. Given a T-cell receptor sequence (or CDR3 region) and an epitope sequence, predict whether binding occurs between them. The TCR CDR3 sequence is CASSFDRGEKLFF. The epitope is KAYNVTQAF. Result: 1 (the TCR binds to the epitope).